From a dataset of Forward reaction prediction with 1.9M reactions from USPTO patents (1976-2016). Predict the product of the given reaction. Given the reactants [F:1][C:2]1[CH:3]=[C:4]([N:21]2[CH2:25][C@H:24]([CH2:26][N:27]3[CH:31]=[CH:30][N:29]=[N:28]3)[O:23][C:22]2=[O:32])[CH:5]=[CH:6][C:7]=1[C:8]1[CH:9]=[N:10][C:11]([C:14]2[CH2:18][CH:17]([CH2:19][OH:20])[O:16][N:15]=2)=[CH:12][CH:13]=1.CN(C)C=O.C(N(CC)CC)C.[N+:45]([C:48]1[CH:56]=[CH:55][C:51]([C:52](Cl)=[O:53])=[CH:50][CH:49]=1)([O-:47])=[O:46], predict the reaction product. The product is: [N+:45]([C:48]1[CH:49]=[CH:50][C:51]([C:52]([O:20][CH2:19][CH:17]2[O:16][N:15]=[C:14]([C:11]3[CH:12]=[CH:13][C:8]([C:7]4[CH:6]=[CH:5][C:4]([N:21]5[CH2:25][C@H:24]([CH2:26][N:27]6[CH:31]=[CH:30][N:29]=[N:28]6)[O:23][C:22]5=[O:32])=[CH:3][C:2]=4[F:1])=[CH:9][N:10]=3)[CH2:18]2)=[O:53])=[CH:55][CH:56]=1)([O-:47])=[O:46].